From a dataset of Full USPTO retrosynthesis dataset with 1.9M reactions from patents (1976-2016). Predict the reactants needed to synthesize the given product. (1) Given the product [CH3:1][O:2][C:3]1[CH:8]=[CH:7][C:6]([N:9]2[C:13]3[CH:14]=[CH:15][CH:16]=[CH:17][C:12]=3[N:11]=[C:10]2[C:18]2[CH:26]=[CH:25][C:21]([C:22]([NH:35][CH:33]([C:27]3[CH:32]=[CH:31][CH:30]=[CH:29][CH:28]=3)[CH3:34])=[O:24])=[CH:20][CH:19]=2)=[CH:5][CH:4]=1, predict the reactants needed to synthesize it. The reactants are: [CH3:1][O:2][C:3]1[CH:8]=[CH:7][C:6]([N:9]2[C:13]3[CH:14]=[CH:15][CH:16]=[CH:17][C:12]=3[N:11]=[C:10]2[C:18]2[CH:26]=[CH:25][C:21]([C:22]([OH:24])=O)=[CH:20][CH:19]=2)=[CH:5][CH:4]=1.[C:27]1([CH:33]([NH2:35])[CH3:34])[CH:32]=[CH:31][CH:30]=[CH:29][CH:28]=1.CCN(CC)CC. (2) Given the product [C:12]([O:15][C:4](=[O:5])[C:3]1[CH:7]=[CH:8][CH:9]=[CH:10][C:2]=1[Br:1])([CH3:14])([CH3:13])[CH3:11], predict the reactants needed to synthesize it. The reactants are: [Br:1][C:2]1[CH:10]=[CH:9][CH:8]=[CH:7][C:3]=1[C:4](Cl)=[O:5].[CH3:11][C:12]([OH:15])([CH3:14])[CH3:13]. (3) The reactants are: [H-].[Al+3].[Li+].[H-].[H-].[H-].[F:7][C:8]([F:21])([F:20])[C:9]([C:12]1[CH:19]=[CH:18][C:15]([C:16]#[N:17])=[CH:14][CH:13]=1)([OH:11])[CH3:10]. Given the product [NH2:17][CH2:16][C:15]1[CH:18]=[CH:19][C:12]([C:9]([OH:11])([CH3:10])[C:8]([F:20])([F:21])[F:7])=[CH:13][CH:14]=1, predict the reactants needed to synthesize it. (4) Given the product [O:37]1[CH2:38][CH2:39][N:34]([CH2:1][C:3]2[CH:8]=[CH:7][C:6]([C:9]3[CH:10]=[CH:11][C:12]([CH2:15][CH2:16][C:17]([C:19]4[O:20][C:21]([C:24]5[N:29]=[C:28]([C:30]([O:32][CH3:33])=[O:31])[CH:27]=[CH:26][CH:25]=5)=[CH:22][N:23]=4)=[O:18])=[CH:13][CH:14]=3)=[CH:5][CH:4]=2)[CH2:35][CH2:36]1, predict the reactants needed to synthesize it. The reactants are: [CH:1]([C:3]1[CH:8]=[CH:7][C:6]([C:9]2[CH:14]=[CH:13][C:12]([CH2:15][CH2:16][C:17]([C:19]3[O:20][C:21]([C:24]4[N:29]=[C:28]([C:30]([O:32][CH3:33])=[O:31])[CH:27]=[CH:26][CH:25]=4)=[CH:22][N:23]=3)=[O:18])=[CH:11][CH:10]=2)=[CH:5][CH:4]=1)=O.[NH:34]1[CH2:39][CH2:38][O:37][CH2:36][CH2:35]1.[BH-](OC(C)=O)(OC(C)=O)OC(C)=O.[Na+]. (5) Given the product [F:1][C:2]1[CH:22]=[CH:21][C:5]([CH2:6][N:7]2[C:11]3=[CH:12][N:13]=[C:14]([C:18]([N:25]([OH:26])[CH3:24])=[O:19])[C:15]([O:16][CH3:17])=[C:10]3[CH:9]=[CH:8]2)=[CH:4][CH:3]=1, predict the reactants needed to synthesize it. The reactants are: [F:1][C:2]1[CH:22]=[CH:21][C:5]([CH2:6][N:7]2[C:11]3=[CH:12][N:13]=[C:14]([C:18](O)=[O:19])[C:15]([O:16][CH3:17])=[C:10]3[CH:9]=[CH:8]2)=[CH:4][CH:3]=1.Cl.[CH3:24][NH:25][OH:26]. (6) Given the product [CH2:6]([O:5][P:4]([C:3]([C:1]#[N:2])=[CH:27][CH:21]1[CH2:26][CH2:25][CH2:24][CH2:23][CH2:22]1)(=[O:11])[O:8][CH2:9][CH3:10])[CH3:7], predict the reactants needed to synthesize it. The reactants are: [C:1]([CH2:3][P:4](=[O:11])([O:8][CH2:9][CH3:10])[O:5][CH2:6][CH3:7])#[N:2].C([O-])(=O)C.[NH4+].C(O)(=O)C.[C:21]1([CH3:27])[CH:26]=[CH:25][CH:24]=[CH:23][CH:22]=1. (7) Given the product [Cl:1][C:2]1[CH:10]=[CH:9][C:8]2[N:7](/[CH:34]=[C:35](/[C:37]3[CH:42]=[N:41][C:40]([CH3:43])=[CH:39][CH:38]=3)\[CH3:36])[C:6]3[CH2:11][CH:12]([CH3:16])[N:13]([CH3:15])[CH2:14][C:5]=3[C:4]=2[CH:3]=1, predict the reactants needed to synthesize it. The reactants are: [Cl:1][C:2]1[CH:10]=[CH:9][C:8]2[NH:7][C:6]3[CH2:11][CH:12]([CH3:16])[N:13]([CH3:15])[CH2:14][C:5]=3[C:4]=2[CH:3]=1.N1CCC[C@H]1C(O)=O.P([O-])([O-])([O-])=O.[K+].[K+].[K+].Br[CH:34]=[C:35]([C:37]1[CH:38]=[CH:39][C:40]([CH3:43])=[N:41][CH:42]=1)[CH3:36]. (8) Given the product [C:1]([NH:39][CH2:38][C:11]1[C:10]([F:9])=[C:15]([N:16]([CH3:36])[C:17]([C:19]2[N:23]([CH3:24])[N:22]=[C:21]([C:25]([F:31])([F:30])[C:26]([F:29])([F:27])[F:28])[C:20]=2[C:32]([F:33])([F:34])[F:35])=[O:18])[CH:14]=[CH:13][C:12]=1[F:37])(=[O:3])[CH3:2], predict the reactants needed to synthesize it. The reactants are: [C:1](OC(=O)C)(=[O:3])[CH3:2].[Cl-].[F:9][C:10]1[C:15]([N:16]([CH3:36])[C:17]([C:19]2[N:23]([CH3:24])[N:22]=[C:21]([C:25]([F:31])([F:30])[C:26]([F:29])([F:28])[F:27])[C:20]=2[C:32]([F:35])([F:34])[F:33])=[O:18])=[CH:14][CH:13]=[C:12]([F:37])[C:11]=1[CH2:38][NH3+:39].N1C=CC=CC=1. (9) Given the product [Cl:1][C:2]1[CH:3]=[C:4]2[C:9](=[CH:10][CH:11]=1)[C:8](=[O:12])[N:7]([CH3:13])[C:6]([CH2:14][N:15]1[C:16](=[O:25])[C:17]3[C:22](=[CH:21][CH:20]=[CH:19][CH:18]=3)[C:23]1=[O:24])=[C:5]2[C:26]1[CH:27]=[CH:28][C:29]([OH:32])=[CH:30][CH:31]=1, predict the reactants needed to synthesize it. The reactants are: [Cl:1][C:2]1[CH:3]=[C:4]2[C:9](=[CH:10][CH:11]=1)[C:8](=[O:12])[N:7]([CH3:13])[C:6]([CH2:14][N:15]1[C:23](=[O:24])[C:22]3[C:17](=[CH:18][CH:19]=[CH:20][CH:21]=3)[C:16]1=[O:25])=[C:5]2[C:26]1[CH:31]=[CH:30][C:29]([O:32]C)=[CH:28][CH:27]=1.B(Br)(Br)Br.O. (10) Given the product [ClH:3].[NH2:6][C:7]1([C:13]([O:15][CH3:16])=[O:14])[CH2:12][CH2:11][O:10][CH2:9][CH2:8]1, predict the reactants needed to synthesize it. The reactants are: S(Cl)([Cl:3])=O.Cl.[NH2:6][C:7]1([C:13]([OH:15])=[O:14])[CH2:12][CH2:11][O:10][CH2:9][CH2:8]1.[CH3:16]O.